From a dataset of Catalyst prediction with 721,799 reactions and 888 catalyst types from USPTO. Predict which catalyst facilitates the given reaction. (1) Reactant: [O:1]1[C:5]2([CH2:10][CH2:9][C:8](=O)[CH2:7][CH2:6]2)[O:4][CH2:3][CH2:2]1.[C:12](=[O:15])([O-])[O-].[NH4+:16].[NH4+:17].[C-]#N.[K+].[CH3:21][OH:22]. Product: [NH:16]1[C:8]2([CH2:9][CH2:10][C:5]3([O:4][CH2:3][CH2:2][O:1]3)[CH2:6][CH2:7]2)[C:21](=[O:22])[NH:17][C:12]1=[O:15]. The catalyst class is: 6. (2) Reactant: [Br:1][C:2]1[CH:9]=[C:6]([CH:7]=[O:8])[C:5]([OH:10])=[CH:4][CH:3]=1.[H-].[Na+].FC(F)(F)S(O[CH2:19][C:20]([F:23])([F:22])[F:21])(=O)=O. The catalyst class is: 3. Product: [Br:1][C:2]1[CH:3]=[CH:4][C:5]([O:10][CH2:19][C:20]([F:23])([F:22])[F:21])=[C:6]([CH:9]=1)[CH:7]=[O:8]. (3) Reactant: [OH:1][CH:2]1[CH2:6][CH2:5][N:4]([C:7]([O:9][CH2:10][C:11]2[CH:16]=[CH:15][CH:14]=[CH:13][CH:12]=2)=[O:8])[CH2:3]1.[O:17]1[CH:22]=[CH:21][CH2:20][CH2:19][CH2:18]1.C1(C)C=CC(S(O)(=O)=O)=CC=1. Product: [O:17]1[CH2:22][CH2:21][CH2:20][CH2:19][CH:18]1[O:1][CH:2]1[CH2:6][CH2:5][N:4]([C:7]([O:9][CH2:10][C:11]2[CH:16]=[CH:15][CH:14]=[CH:13][CH:12]=2)=[O:8])[CH2:3]1. The catalyst class is: 2. (4) Reactant: [OH:1][C:2]1[C:3]([C:24]([NH:26][CH2:27][C:28]([O:30]CC)=[O:29])=[O:25])=[C:4]2[C:9](=[CH:10][C:11]=1[C:12]1[CH:17]=[CH:16][CH:15]=[CH:14][CH:13]=1)[N:8]=[C:7]([C:18]1[CH:23]=[CH:22][CH:21]=[CH:20][CH:19]=1)[CH:6]=[N:5]2.[OH-].[Na+]. Product: [OH:1][C:2]1[C:3]([C:24]([NH:26][CH2:27][C:28]([OH:30])=[O:29])=[O:25])=[C:4]2[C:9](=[CH:10][C:11]=1[C:12]1[CH:13]=[CH:14][CH:15]=[CH:16][CH:17]=1)[N:8]=[C:7]([C:18]1[CH:23]=[CH:22][CH:21]=[CH:20][CH:19]=1)[CH:6]=[N:5]2. The catalyst class is: 8.